Predict the reactants needed to synthesize the given product. From a dataset of Full USPTO retrosynthesis dataset with 1.9M reactions from patents (1976-2016). (1) Given the product [O:38]1[CH:39]=[CH:40][CH:41]=[C:37]1[C:2]1[CH:3]=[C:4]([CH:9]2[C:20]3=[C:21]4[C:26](=[CH:27][CH:28]=[C:19]3[C:12]3[C:13]([O:17][CH3:18])=[CH:14][CH:15]=[CH:16][C:11]=3[O:10]2)[NH:25][C:24]([CH3:30])([CH3:29])[CH:23]=[C:22]4[CH3:31])[CH:5]=[C:6]([CH3:8])[CH:7]=1, predict the reactants needed to synthesize it. The reactants are: Br[C:2]1[CH:3]=[C:4]([CH:9]2[C:20]3=[C:21]4[C:26](=[CH:27][CH:28]=[C:19]3[C:12]3[C:13]([O:17][CH3:18])=[CH:14][CH:15]=[CH:16][C:11]=3[O:10]2)[NH:25][C:24]([CH3:30])([CH3:29])[CH:23]=[C:22]4[CH3:31])[CH:5]=[C:6]([CH3:8])[CH:7]=1.C([Sn](CCCC)(CCCC)[C:37]1[O:38][CH:39]=[CH:40][CH:41]=1)CCC. (2) The reactants are: [C:1]([C:4]1[C:13]2[C:8](=[CH:9][C:10]([OH:14])=[CH:11][CH:12]=2)[CH:7]=[C:6]([NH:15][C:16]2[CH:20]=[C:19]([CH3:21])[NH:18][N:17]=2)[N:5]=1)([CH3:3])=[CH2:2]. Given the product [CH:1]([C:4]1[C:13]2[C:8](=[CH:9][C:10]([OH:14])=[CH:11][CH:12]=2)[CH:7]=[C:6]([NH:15][C:16]2[CH:20]=[C:19]([CH3:21])[NH:18][N:17]=2)[N:5]=1)([CH3:3])[CH3:2], predict the reactants needed to synthesize it.